This data is from Reaction yield outcomes from USPTO patents with 853,638 reactions. The task is: Predict the reaction yield, written as a fraction of the theoretical maximum amount of product (1.0 means a 100% yield; for example, 0.34 means a 34% yield). (1) The reactants are [CH2:1]([O:3][C:4]([C:6]1[CH:7]([C:25]2C=[CH:29][CH:28]=[CH:27][C:26]=2Cl)[N:8]([CH2:20][CH2:21][CH2:22][NH:23][CH3:24])[C:9](=[O:19])[NH:10][C:11]=1[CH2:12][O:13][CH2:14][CH2:15][N:16]=[N+:17]=[N-:18])=[O:5])[CH3:2].C(N(CC)CC)C.[C:39](Cl)(=[O:48])[CH2:40][CH2:41][C:42]1[CH:47]=[CH:46][CH:45]=[CH:44][CH:43]=1.[CH2:50]([Cl:52])Cl. The catalyst is CCOC(C)=O. The product is [CH2:1]([O:3][C:4]([C:6]1[CH:7]([C:25]2[CH:26]=[CH:27][CH:28]=[CH:29][C:50]=2[Cl:52])[N:8]([CH2:20][CH2:21][CH2:22][N:23]([CH3:24])[C:39](=[O:48])[CH2:40][CH2:41][C:42]2[CH:47]=[CH:46][CH:45]=[CH:44][CH:43]=2)[C:9](=[O:19])[NH:10][C:11]=1[CH2:12][O:13][CH2:14][CH2:15][N:16]=[N+:17]=[N-:18])=[O:5])[CH3:2]. The yield is 0.530. (2) The reactants are [CH2:1]1[CH:4]([C:5]([OH:7])=[O:6])[NH:3][CH2:2]1.[H-].[Na+].[Cl:10][C:11]1[CH:12]=[C:13]([C:17]2[C:22]([O:23][CH3:24])=[CH:21][CH:20]=[C:19]([CH2:25][C:26]3[CH:27]=[CH:28][C:29](F)=[N:30][CH:31]=3)[C:18]=2[F:33])[CH:14]=[CH:15][CH:16]=1.Cl. The catalyst is CCOC(C)=O.O.CN(C=O)C. The product is [Cl:10][C:11]1[CH:12]=[C:13]([C:17]2[C:22]([O:23][CH3:24])=[CH:21][CH:20]=[C:19]([CH2:25][C:26]3[CH:27]=[CH:28][C:29]([N:3]4[CH2:2][CH2:1][CH:4]4[C:5]([OH:7])=[O:6])=[N:30][CH:31]=3)[C:18]=2[F:33])[CH:14]=[CH:15][CH:16]=1. The yield is 0.0600. (3) The reactants are C(C1(C(O)=O)[CH2:8][CH2:7][CH:6]([CH:9]([CH3:11])[CH3:10])[CH2:5][CH2:4]1)C.[Li]C.[CH3:17][C:18]([CH3:20])=[O:19].[CH2:21]1[CH2:26]NC(=O)C1.[Br:27][Br-]Br. The catalyst is C(OCC)C.CO. The product is [Br:27][CH2:17][C:18]([C:20]1([CH2:26][CH3:21])[CH2:4][CH2:5][CH:6]([CH:9]([CH3:10])[CH3:11])[CH2:7][CH2:8]1)=[O:19]. The yield is 0.550. (4) The reactants are [F:1][C:2]1[CH:3]=[CH:4][C:5]2[N:6]([C:8]([C:11]3[N:16]=[C:15]([NH:17][C@@H:18]4[CH2:23][CH2:22][CH2:21][N:20](C(OC(C)(C)C)=O)[CH2:19]4)[CH:14]=[C:13]([C:31]4[N:32]=[N:33][N:34]([CH3:36])[N:35]=4)[N:12]=3)=[CH:9][N:10]=2)[CH:7]=1.FC(F)(F)C(O)=O. No catalyst specified. The product is [F:1][C:2]1[CH:3]=[CH:4][C:5]2[N:6]([C:8]([C:11]3[N:16]=[C:15]([NH:17][C@@H:18]4[CH2:23][CH2:22][CH2:21][NH:20][CH2:19]4)[CH:14]=[C:13]([C:31]4[N:32]=[N:33][N:34]([CH3:36])[N:35]=4)[N:12]=3)=[CH:9][N:10]=2)[CH:7]=1. The yield is 0.400. (5) The reactants are [CH2:1]([N:3]=[C:4]=[O:5])[CH3:2].C(N([CH2:11][CH3:12])CC)C.[CH2:13]([NH:20][C@H:21]1[CH2:26][CH2:25][C@@H:24]([C:27]2[CH:32]=[CH:31][C:30]([O:33][Si](C(C)(C)C)(C)C)=[CH:29][C:28]=2[O:41][Si](C(C)(C)C)(C)C)[CH2:23][CH2:22]1)[C:14]1C=CC=[CH:16][CH:15]=1.Cl[CH:50](Cl)C. No catalyst specified. The product is [CH2:13]([N:20]([C@H:21]1[CH2:22][CH2:23][C@@H:24]([C:27]2[CH:32]=[CH:31][C:30]([OH:33])=[CH:29][C:28]=2[OH:41])[CH2:25][CH2:26]1)[C:4]([NH:3][CH2:1][CH3:2])=[O:5])[C:14]1[CH:12]=[CH:11][CH:50]=[CH:16][CH:15]=1. The yield is 0.190. (6) The reactants are [C:1]([O:5][C:6]([N:8]1[CH2:13][CH2:12][CH:11]([NH:14][C:15]2[O:16][C:17]3[CH:23]=[CH:22][C:21]([C:24]#[N:25])=[CH:20][C:18]=3[N:19]=2)[CH2:10][CH2:9]1)=[O:7])([CH3:4])([CH3:3])[CH3:2].S1C2C=CC=CC=2N=C1NC1CCN(CC2C3C(=CC=CC=3)C=CC=2[O:53]CC)CC1.C(=O)([O-])[O-].[K+].[K+].OO.O. The catalyst is CS(C)=O. The product is [C:1]([O:5][C:6]([N:8]1[CH2:13][CH2:12][CH:11]([NH:14][C:15]2[O:16][C:17]3[CH:23]=[CH:22][C:21]([C:24](=[O:53])[NH2:25])=[CH:20][C:18]=3[N:19]=2)[CH2:10][CH2:9]1)=[O:7])([CH3:4])([CH3:2])[CH3:3]. The yield is 0.970. (7) The reactants are [CH:1]1([C:5]2[C:14]([C:15]#[CH:16])=[CH:13][C:8]([C:9]([O:11][CH3:12])=[O:10])=[C:7]([CH3:17])[CH:6]=2)[CH2:4][CH2:3][CH2:2]1.CCOC(C)=O.O.[Si]([N:29]=[N+:30]=[N-:31])(C)(C)C. The product is [CH:1]1([C:5]2[C:14]([C:15]3[CH:16]=[N:31][NH:30][N:29]=3)=[CH:13][C:8]([C:9]([O:11][CH3:12])=[O:10])=[C:7]([CH3:17])[CH:6]=2)[CH2:2][CH2:3][CH2:4]1. The yield is 0.490. No catalyst specified.